Predict the reactants needed to synthesize the given product. From a dataset of Full USPTO retrosynthesis dataset with 1.9M reactions from patents (1976-2016). Given the product [C:12]1([CH:2]2[CH2:7][CH2:6][NH:5][CH2:4][CH2:3]2)[CH:17]=[CH:16][CH:15]=[CH:14][CH:13]=1, predict the reactants needed to synthesize it. The reactants are: O[CH:2]1[CH2:7][CH2:6][NH:5][CH2:4][CH2:3]1.[Al+3].[Cl-].[Cl-].[Cl-].[CH:12]1[CH:17]=[CH:16][CH:15]=[CH:14][CH:13]=1.[OH-].[Na+].